This data is from Forward reaction prediction with 1.9M reactions from USPTO patents (1976-2016). The task is: Predict the product of the given reaction. (1) Given the reactants BrC1C=CC=C(CC)C=1.[CH2:10]([C:14]([Sn])=[C:15]([CH2:20][CH2:21][CH2:22][CH3:23])[CH2:16][CH2:17][CH2:18]C)CCC, predict the reaction product. The product is: [CH2:22]([C:21]1[CH:20]=[C:15]([CH:14]=[CH2:10])[CH:16]=[CH:17][CH:18]=1)[CH3:23]. (2) Given the reactants Br[C:2]1[C:6]2=[N:7][C:8]([C:11]3[O:12][C:13]([CH3:16])=[N:14][N:15]=3)=[CH:9][CH:10]=[C:5]2[O:4][CH:3]=1.[F:17][C:18]([F:30])([F:29])[O:19][C:20]1[CH:21]=[C:22](B(O)O)[CH:23]=[CH:24][CH:25]=1, predict the reaction product. The product is: [CH3:16][C:13]1[O:12][C:11]([C:8]2[N:7]=[C:6]3[C:2]([C:22]4[CH:23]=[CH:24][CH:25]=[C:20]([O:19][C:18]([F:17])([F:29])[F:30])[CH:21]=4)=[CH:3][O:4][C:5]3=[CH:10][CH:9]=2)=[N:15][N:14]=1. (3) Given the reactants Br[C:2]1[CH:3]=[C:4]([CH:18]=[CH:19][CH:20]=1)[C:5]([NH:7][CH2:8][CH2:9][CH2:10][N:11]1[CH2:16][CH2:15][N:14]([CH3:17])[CH2:13][CH2:12]1)=[O:6].[NH2:21][C:22]1[CH:23]=[C:24]([CH:34]=[CH:35][CH:36]=1)[C:25]([NH:27][C:28]1[CH:33]=[CH:32][N:31]=[CH:30][CH:29]=1)=[O:26].CC(C1C=C(C(C)C)C(C2C=CC=CC=2P(C2CCCCC2)C2CCCCC2)=C(C(C)C)C=1)C.C([O-])([O-])=O.[K+].[K+], predict the reaction product. The product is: [CH3:17][N:14]1[CH2:15][CH2:16][N:11]([CH2:10][CH2:9][CH2:8][NH:7][C:5](=[O:6])[C:4]2[CH:18]=[CH:19][CH:20]=[C:2]([NH:21][C:22]3[CH:36]=[CH:35][CH:34]=[C:24]([C:25](=[O:26])[NH:27][C:28]4[CH:33]=[CH:32][N:31]=[CH:30][CH:29]=4)[CH:23]=3)[CH:3]=2)[CH2:12][CH2:13]1. (4) Given the reactants [NH2:1][C@H:2]([C:10]([OH:12])=[O:11])[CH2:3][CH2:4][CH2:5][NH:6][C:7](=[NH:9])[NH2:8].[CH3:13][CH2:14][CH2:15][C@H:16]([NH:22][C@H:23]([C:25]([N:27]1[C@H:35]([C:36]([OH:38])=[O:37])[CH2:34][C@H:33]2[C@@H:28]1[CH2:29][CH2:30][CH2:31][CH2:32]2)=[O:26])[CH3:24])[C:17]([O:19][CH2:20][CH3:21])=[O:18], predict the reaction product. The product is: [CH3:13][CH2:14][CH2:15][C@H:16]([NH:22][C@H:23]([C:25]([N:27]1[C@H:35]([C:36]([OH:38])=[O:37])[CH2:34][C@H:33]2[C@@H:28]1[CH2:29][CH2:30][CH2:31][CH2:32]2)=[O:26])[CH3:24])[C:17]([O:19][CH2:20][CH3:21])=[O:18].[NH2:1][C@H:2]([C:10]([OH:12])=[O:11])[CH2:3][CH2:4][CH2:5][NH:6][C:7](=[NH:8])[NH2:9]. (5) Given the reactants [Cl:1][C:2]1[C:7]([O:8][CH3:9])=[CH:6][C:5]([O:10][CH3:11])=[CH:4][C:3]=1[C:12]1[C:23](=[O:24])[NH:22][C:15]2[N:16]=[C:17]([S:20][CH3:21])[N:18]=[CH:19][C:14]=2[CH:13]=1.CS(O[CH2:30][CH2:31][C:32]1[CH:37]=[CH:36][N:35]=[C:34]([NH:38][C:39]([O:41][C:42]([CH3:45])([CH3:44])[CH3:43])=[O:40])[CH:33]=1)(=O)=O, predict the reaction product. The product is: [Cl:1][C:2]1[C:7]([O:8][CH3:9])=[CH:6][C:5]([O:10][CH3:11])=[CH:4][C:3]=1[C:12]1[C:23](=[O:24])[N:22]([CH2:30][CH2:31][C:32]2[CH:37]=[CH:36][N:35]=[C:34]([NH:38][C:39](=[O:40])[O:41][C:42]([CH3:45])([CH3:44])[CH3:43])[CH:33]=2)[C:15]2[N:16]=[C:17]([S:20][CH3:21])[N:18]=[CH:19][C:14]=2[CH:13]=1. (6) Given the reactants FC(F)(F)S(O[C:7]1[CH2:12][CH2:11][N:10]([C:13]([O:15][CH2:16][C:17]2[CH:22]=[CH:21][CH:20]=[CH:19][CH:18]=2)=[O:14])[CH2:9][CH:8]=1)(=O)=O.[CH3:25][C:26]1([CH3:42])[C:30]([CH3:32])([CH3:31])[O:29][B:28]([B:28]2[O:29][C:30]([CH3:32])([CH3:31])[C:26]([CH3:42])([CH3:25])[O:27]2)[O:27]1.C([O-])(=O)C.[K+], predict the reaction product. The product is: [CH3:25][C:26]1([CH3:42])[C:30]([CH3:32])([CH3:31])[O:29][B:28]([C:7]2[CH2:12][CH2:11][N:10]([C:13]([O:15][CH2:16][C:17]3[CH:22]=[CH:21][CH:20]=[CH:19][CH:18]=3)=[O:14])[CH2:9][CH:8]=2)[O:27]1.